From a dataset of Reaction yield outcomes from USPTO patents with 853,638 reactions. Predict the reaction yield, written as a fraction of the theoretical maximum amount of product (1.0 means a 100% yield; for example, 0.34 means a 34% yield). (1) The reactants are [Cl:1][C:2]1[CH:31]=[C:30]([Cl:32])[CH:29]=[CH:28][C:3]=1[O:4][C:5]1[CH:10]=[CH:9][CH:8]=[CH:7][C:6]=1[NH:11][S:12]([C:15]1[CH:27]=[CH:26][C:18]([C:19]([NH:21][CH2:22][C:23](O)=[O:24])=[O:20])=[CH:17][CH:16]=1)(=[O:14])=[O:13].C(O[C:38](=O)[N:39]([CH2:41][CH2:42][NH2:43])C)(C)(C)C.CN(C(ON1N=NC2C=CC=CC1=2)=[N+](C)C)C.F[P-](F)(F)(F)(F)F.C(N(CC)CC)C. The catalyst is ClCCl.CN(C)C=O. The product is [ClH:1].[Cl:1][C:2]1[CH:31]=[C:30]([Cl:32])[CH:29]=[CH:28][C:3]=1[O:4][C:5]1[CH:10]=[CH:9][CH:8]=[CH:7][C:6]=1[NH:11][S:12]([C:15]1[CH:16]=[CH:17][C:18]([C:19]([NH:21][CH2:22][C:23](=[O:24])[NH:43][CH2:42][CH2:41][NH:39][CH3:38])=[O:20])=[CH:26][CH:27]=1)(=[O:14])=[O:13]. The yield is 0.620. (2) The reactants are [CH:1]([N:4]1[C:8]([C:9]2[N:18]=[C:17]3[N:11]([CH2:12][CH2:13][O:14][C:15]4[CH:22]=[C:21](O)[N:20]=[CH:19][C:16]=43)[CH:10]=2)=[N:7][C:6]([CH3:24])=[N:5]1)([CH3:3])[CH3:2].Cl.[F:26][C:27]1([F:35])[CH2:31][NH:30][C@H:29]([C:32]([NH2:34])=[O:33])[CH2:28]1.CO. The catalyst is C(Cl)Cl. The product is [F:26][C:27]1([F:35])[CH2:31][N:30]([C:21]2[N:20]=[CH:19][C:16]3[C:17]4[N:11]([CH:10]=[C:9]([C:8]5[N:4]([CH:1]([CH3:2])[CH3:3])[N:5]=[C:6]([CH3:24])[N:7]=5)[N:18]=4)[CH2:12][CH2:13][O:14][C:15]=3[CH:22]=2)[C@H:29]([C:32]([NH2:34])=[O:33])[CH2:28]1. The yield is 0.170. (3) The catalyst is CO. The reactants are [F:1][C:2]1[C:7]([C:8]2[CH:9]=[C:10]([CH:23]=[O:24])[S:11][C:12]=2[S:13]([C:16]2[CH:17]=[N:18][C:19]([CH3:22])=[CH:20][CH:21]=2)(=[O:15])=[O:14])=[CH:6][CH:5]=[CH:4][N:3]=1.S([O-])([O-])(=O)=O.[Mg+2].[C:41]([O:40][BH-]([O:40][C:41](=[O:43])[CH3:42])[O:40][C:41](=[O:43])[CH3:42])(=[O:43])[CH3:42].[Na+].C(=O)([O-])[OH:46].[Na+].Cl.[CH3:51][NH2:52]. The yield is 0.340. The product is [C:41]([OH:40])(=[O:43])/[CH:42]=[CH:10]/[C:23]([OH:24])=[O:46].[F:1][C:2]1[C:7]([C:8]2[CH:9]=[C:10]([CH2:23][NH:52][CH3:51])[S:11][C:12]=2[S:13]([C:16]2[CH:17]=[N:18][C:19]([CH3:22])=[CH:20][CH:21]=2)(=[O:15])=[O:14])=[CH:6][CH:5]=[CH:4][N:3]=1. (4) The reactants are Cl[C:2]1[N:7]2[N:8]=[CH:9][C:10]([C:11]([O:13][CH2:14][CH3:15])=[O:12])=[C:6]2[N:5]=[CH:4][C:3]=1[C:16]([N:18]1[CH2:23][CH2:22][C:21]2([C:31]3[C:26](=[CH:27][CH:28]=[CH:29][CH:30]=3)[CH2:25][CH2:24]2)[CH2:20][CH2:19]1)=[O:17].[NH2:32][C:33]1[C:34]([CH3:39])=[CH:35][CH:36]=[CH:37][CH:38]=1. No catalyst specified. The product is [CH2:14]([O:13][C:11]([C:10]1[CH:9]=[N:8][N:7]2[C:2]([NH:32][C:33]3[CH:38]=[CH:37][CH:36]=[CH:35][C:34]=3[CH3:39])=[C:3]([C:16]([N:18]3[CH2:19][CH2:20][C:21]4([C:31]5[C:26](=[CH:27][CH:28]=[CH:29][CH:30]=5)[CH2:25][CH2:24]4)[CH2:22][CH2:23]3)=[O:17])[CH:4]=[N:5][C:6]=12)=[O:12])[CH3:15]. The yield is 0.850. (5) The product is [CH:1]1([N:4]2[CH2:9][CH2:8][NH:7][CH2:6][CH2:5]2)[CH2:3][CH2:2]1. The reactants are [CH:1]1([N:4]2[CH2:9][CH2:8][N:7](C(OC(C)(C)C)=O)[CH2:6][CH2:5]2)[CH2:3][CH2:2]1.O1CCOCC1. The yield is 0.597. The catalyst is Cl.